Dataset: CYP3A4 inhibition data for predicting drug metabolism from PubChem BioAssay. Task: Regression/Classification. Given a drug SMILES string, predict its absorption, distribution, metabolism, or excretion properties. Task type varies by dataset: regression for continuous measurements (e.g., permeability, clearance, half-life) or binary classification for categorical outcomes (e.g., BBB penetration, CYP inhibition). Dataset: cyp3a4_veith. The drug is CCc1nc(SCC(=O)c2cccs2)c2oc3ccccc3c2n1. The result is 0 (non-inhibitor).